This data is from Catalyst prediction with 721,799 reactions and 888 catalyst types from USPTO. The task is: Predict which catalyst facilitates the given reaction. Reactant: [C:1]1([C:7]2[O:11][N:10]=[C:9]([C:12]([OH:14])=O)[C:8]=2[CH2:15][CH2:16][C:17]([F:20])([F:19])[F:18])[CH:6]=[CH:5][CH:4]=[CH:3][CH:2]=1.C1C=CC2N(O)N=NC=2C=1.C(N(C(C)C)CC)(C)C.C(Cl)CCl.O/[N:45]=[C:46](/[C:48]1[CH:65]=[CH:64][C:51]([CH2:52][N:53]2[CH2:56][CH:55]([C:57]([O:59][C:60]([CH3:63])([CH3:62])[CH3:61])=[O:58])[CH2:54]2)=[CH:50][CH:49]=1)\[NH2:47].[F-].C([N+](CCCC)(CCCC)CCCC)CCC.O1CCCC1. Product: [C:1]1([C:7]2[O:11][N:10]=[C:9]([C:12]3[O:14][N:47]=[C:46]([C:48]4[CH:49]=[CH:50][C:51]([CH2:52][N:53]5[CH2:54][CH:55]([C:57]([O:59][C:60]([CH3:61])([CH3:63])[CH3:62])=[O:58])[CH2:56]5)=[CH:64][CH:65]=4)[N:45]=3)[C:8]=2[CH2:15][CH2:16][C:17]([F:20])([F:19])[F:18])[CH:2]=[CH:3][CH:4]=[CH:5][CH:6]=1. The catalyst class is: 10.